Dataset: Forward reaction prediction with 1.9M reactions from USPTO patents (1976-2016). Task: Predict the product of the given reaction. (1) Given the reactants C[O:2][CH:3](OC)[C:4]1[CH:9]=[CH:8][N:7]=[C:6]([NH2:10])[N:5]=1.Cl.C([O-])(O)=O.[Na+], predict the reaction product. The product is: [NH2:10][C:6]1[N:5]=[C:4]([CH:3]=[O:2])[CH:9]=[CH:8][N:7]=1. (2) Given the reactants BrC1C(NC2CCN(CC3C=CC=CC=3)CC2)=NC(NCC2C=CN=CC=2)=NC=1.[CH3:30][N:31]([CH3:43])[C:32]([C:34]1[CH:39]=[CH:38][C:37](B(O)O)=[CH:36][CH:35]=1)=[O:33].[CH2:44]([N:51]1[CH2:56][CH2:55][CH:54]([NH:57][C:58]2[C:63](C3C=CSC=3)=[CH:62][N:61]=[C:60]([NH:69][CH2:70][C:71]3[CH:76]=[CH:75][CH:74]=[CH:73][N:72]=3)[N:59]=2)[CH2:53][CH2:52]1)[C:45]1[CH:50]=[CH:49][CH:48]=[CH:47][CH:46]=1, predict the reaction product. The product is: [CH2:44]([N:51]1[CH2:56][CH2:55][CH:54]([NH:57][C:58]2[C:63]([C:37]3[CH:38]=[CH:39][C:34]([C:32]([N:31]([CH3:43])[CH3:30])=[O:33])=[CH:35][CH:36]=3)=[CH:62][N:61]=[C:60]([NH:69][CH2:70][C:71]3[CH:76]=[CH:75][CH:74]=[CH:73][N:72]=3)[N:59]=2)[CH2:53][CH2:52]1)[C:45]1[CH:50]=[CH:49][CH:48]=[CH:47][CH:46]=1. (3) Given the reactants [NH2:1][C:2]1[CH:3]=[C:4]([C:8]([C:10]2[C:18]3[CH:17]=[N:16][CH:15]=[N:14][C:13]=3[N:12]([CH:19]([CH3:21])[CH3:20])[CH:11]=2)=[O:9])[CH:5]=[N:6][CH:7]=1.[C:22](O)(=[O:32])[CH:23]([C:26]1[CH:31]=[CH:30][CH:29]=[CH:28][CH:27]=1)[CH2:24][OH:25], predict the reaction product. The product is: [OH:32][CH2:22][CH:23]([C:26]1[CH:31]=[CH:30][CH:29]=[CH:28][CH:27]=1)[C:24]([NH:1][C:2]1[CH:7]=[N:6][CH:5]=[C:4]([C:8]([C:10]2[C:18]3[CH:17]=[N:16][CH:15]=[N:14][C:13]=3[N:12]([CH:19]([CH3:21])[CH3:20])[CH:11]=2)=[O:9])[CH:3]=1)=[O:25].